Dataset: Full USPTO retrosynthesis dataset with 1.9M reactions from patents (1976-2016). Task: Predict the reactants needed to synthesize the given product. (1) Given the product [CH:36]([C:39]1[CH:44]=[CH:43][CH:42]=[C:41]([CH:45]([CH2:46][CH:47]=[CH:9][CH2:8][C:7]2[CH:6]=[CH:5][C:4]([O:3][CH3:2])=[CH:30][CH:29]=2)[CH3:49])[CH:40]=1)([CH3:38])[CH3:37], predict the reactants needed to synthesize it. The reactants are: [Br-].[CH3:2][O:3][C:4]1[CH:30]=[CH:29][C:7]([CH2:8][CH2:9][P+](C2C=CC=CC=2)(C2C=CC=CC=2)C2C=CC=CC=2)=[CH:6][CH:5]=1.[Li]CCCC.[CH:36]([C:39]1[CH:40]=[C:41]([CH:45]([CH3:49])[CH2:46][CH:47]=O)[CH:42]=[CH:43][CH:44]=1)([CH3:38])[CH3:37]. (2) Given the product [Cl:20][C:17]1[CH:18]=[C:19]2[C:14](=[CH:15][CH:16]=1)[C:13](=[O:21])[N:12]([CH2:22][C:23]1[CH:24]=[CH:25][C:26]([S:29]([CH3:32])(=[O:31])=[O:30])=[CH:27][CH:28]=1)[C:11]([C:33](=[O:36])[CH2:34][CH3:35])=[C:10]2[C:7]1[CH:6]=[CH:5][C:4]([C:3]([OH:37])=[O:2])=[CH:9][CH:8]=1, predict the reactants needed to synthesize it. The reactants are: C[O:2][C:3](=[O:37])[C:4]1[CH:9]=[CH:8][C:7]([C:10]2[C:19]3[C:14](=[CH:15][CH:16]=[C:17]([Cl:20])[CH:18]=3)[C:13](=[O:21])[N:12]([CH2:22][C:23]3[CH:28]=[CH:27][C:26]([S:29]([CH3:32])(=[O:31])=[O:30])=[CH:25][CH:24]=3)[C:11]=2[C:33](=[O:36])[CH2:34][CH3:35])=[CH:6][CH:5]=1.[OH-].[Na+].Cl. (3) Given the product [F:1][C:2]1[CH:7]=[CH:6][C:5]([C:8]2[O:9][C:10]3[CH:19]=[CH:18][C:17]([OH:20])=[CH:16][C:11]=3[C:12]=2[C:13]([NH:34][CH3:32])=[O:14])=[CH:4][CH:3]=1, predict the reactants needed to synthesize it. The reactants are: [F:1][C:2]1[CH:7]=[CH:6][C:5]([C:8]2[O:9][C:10]3[CH:19]=[CH:18][C:17]([OH:20])=[CH:16][C:11]=3[C:12]=2[C:13](O)=[O:14])=[CH:4][CH:3]=1.CN.C1COCC1.C1C=CC2N(O)N=[N:34][C:32]=2C=1.CCN=C=NCCCN(C)C.Cl.C(N(C(C)C)CC)(C)C. (4) Given the product [F:9][C:10]([F:24])([F:25])[C:11]1[CH:12]=[C:13]([C:2]2[O:6][C:5]([CH:7]=[O:8])=[CH:4][CH:3]=2)[CH:14]=[C:15]([C:17]([F:18])([F:19])[F:20])[CH:16]=1, predict the reactants needed to synthesize it. The reactants are: Br[C:2]1[O:6][C:5]([CH:7]=[O:8])=[CH:4][CH:3]=1.[F:9][C:10]([F:25])([F:24])[C:11]1[CH:12]=[C:13](B(O)O)[CH:14]=[C:15]([C:17]([F:20])([F:19])[F:18])[CH:16]=1.C(=O)([O-])[O-].[Na+].[Na+].